The task is: Predict the product of the given reaction.. This data is from Forward reaction prediction with 1.9M reactions from USPTO patents (1976-2016). (1) Given the reactants [Cl:1][C:2]1[CH:7]=[C:6]([Cl:8])[CH:5]=[CH:4][C:3]=1[CH2:9][CH:10]([C:13]1[CH:18]=[CH:17][C:16]([Cl:19])=[CH:15][CH:14]=1)[CH2:11][OH:12].[Cr](Cl)([O-])(=O)=O.[NH+]1C=CC=CC=1.CCOCC, predict the reaction product. The product is: [Cl:1][C:2]1[CH:7]=[C:6]([Cl:8])[CH:5]=[CH:4][C:3]=1[CH2:9][CH:10]([C:13]1[CH:14]=[CH:15][C:16]([Cl:19])=[CH:17][CH:18]=1)[CH:11]=[O:12]. (2) Given the reactants [H-].[Al+3].[Li+].[H-].[H-].[H-].[C:7]1([NH:13][C:14]2[CH:21]=[CH:20][C:17]([C:18]#[N:19])=[CH:16][CH:15]=2)[CH:12]=[CH:11][CH:10]=[CH:9][CH:8]=1.O, predict the reaction product. The product is: [NH2:19][CH2:18][C:17]1[CH:20]=[CH:21][C:14]([NH:13][C:7]2[CH:8]=[CH:9][CH:10]=[CH:11][CH:12]=2)=[CH:15][CH:16]=1. (3) The product is: [CH:56]([N:53]1[CH2:52][CH2:51][N:50]([C:45]2[CH:44]=[CH:43][C:42]([NH:41][C:4](=[O:5])[CH2:3][N:2]([CH3:7])[CH3:1])=[CH:49][C:46]=2[C:47]#[N:48])[CH2:55][CH2:54]1)([C:57]1[CH:58]=[CH:59][CH:60]=[CH:61][CH:62]=1)[C:63]1[CH:68]=[CH:67][CH:66]=[CH:65][CH:64]=1. Given the reactants [CH3:1][N:2]([CH3:7])[CH2:3][C:4](O)=[O:5].CCN(C(C)C)C(C)C.CN(C(ON1N=NC2C=CC=NC1=2)=[N+](C)C)C.F[P-](F)(F)(F)(F)F.[NH2:41][C:42]1[CH:43]=[CH:44][C:45]([N:50]2[CH2:55][CH2:54][N:53]([CH:56]([C:63]3[CH:68]=[CH:67][CH:66]=[CH:65][CH:64]=3)[C:57]3[CH:62]=[CH:61][CH:60]=[CH:59][CH:58]=3)[CH2:52][CH2:51]2)=[C:46]([CH:49]=1)[C:47]#[N:48], predict the reaction product. (4) Given the reactants [N:1]([CH2:4][C@H:5]1[O:9][C@@H:8]([N:10]2[C:28]3[N:27]=[CH:26][N:25]=[C:14]([NH:15][CH2:16][C:17]4[CH:22]=[CH:21][C:20]([O:23][CH3:24])=[CH:19][CH:18]=4)[C:13]=3[N:12]=[CH:11]2)[C@H:7]([OH:29])[C@@H:6]1[OH:30])=[N+:2]=[N-:3].O=[C:32]1O[C@H:37]([C@H:39]([CH2:41]O)O)[C:35]([O-])=[C:33]1O.[Na+].C#CCCCC, predict the reaction product. The product is: [CH2:35]([C:33]1[N:3]=[N:2][N:1]([CH2:4][C@H:5]2[O:9][C@@H:8]([N:10]3[C:28]4[N:27]=[CH:26][N:25]=[C:14]([NH:15][CH2:16][C:17]5[CH:22]=[CH:21][C:20]([O:23][CH3:24])=[CH:19][CH:18]=5)[C:13]=4[N:12]=[CH:11]3)[C@H:7]([OH:29])[C@@H:6]2[OH:30])[CH:32]=1)[CH2:37][CH2:39][CH3:41]. (5) Given the reactants [F:1][C:2]1[CH:51]=[C:50]([F:52])[CH:49]=[CH:48][C:3]=1[O:4][C:5]1[CH:10]=[CH:9][C:8]([CH2:11][S:12]([CH3:15])(=[O:14])=[O:13])=[CH:7][C:6]=1[C:16]1[C:24]2[C:19](=[C:20]([O:45]C)[N:21]=[C:22]([C:25]3[CH:30]=[C:29]([CH2:31][S:32]([CH3:35])(=[O:34])=[O:33])[CH:28]=[CH:27][C:26]=3[O:36][C:37]3[CH:42]=[CH:41][C:40]([F:43])=[CH:39][C:38]=3[F:44])[CH:23]=2)[N:18]([CH3:47])[CH:17]=1.Cl.O1CCOCC1, predict the reaction product. The product is: [F:1][C:2]1[CH:51]=[C:50]([F:52])[CH:49]=[CH:48][C:3]=1[O:4][C:5]1[CH:10]=[CH:9][C:8]([CH2:11][S:12]([CH3:15])(=[O:13])=[O:14])=[CH:7][C:6]=1[C:16]1[C:24]2[CH:23]=[C:22]([C:25]3[CH:30]=[C:29]([CH2:31][S:32]([CH3:35])(=[O:33])=[O:34])[CH:28]=[CH:27][C:26]=3[O:36][C:37]3[CH:42]=[CH:41][C:40]([F:43])=[CH:39][C:38]=3[F:44])[NH:21][C:20](=[O:45])[C:19]=2[N:18]([CH3:47])[CH:17]=1. (6) Given the reactants [N:1]1[CH:6]=[CH:5][CH:4]=[C:3]([C:7]2[CH:11]=[C:10]([C:12]([F:15])([F:14])[F:13])[N:9]([C:16]3[CH:17]=[CH:18][C:19]([C:22]([OH:24])=O)=[N:20][CH:21]=3)[N:8]=2)[CH:2]=1.[NH2:25][C:26]1[CH:31]=[CH:30][N:29]=[CH:28][CH:27]=1.CN(C)CCCN=C=NCC.O.ON1C2C=CC=CC=2N=N1.C(N(C(C)C)CC)(C)C.C(=O)(O)[O-].[Na+], predict the reaction product. The product is: [N:29]1[CH:30]=[CH:31][C:26]([NH:25][C:22]([C:19]2[CH:18]=[CH:17][C:16]([N:9]3[C:10]([C:12]([F:15])([F:13])[F:14])=[CH:11][C:7]([C:3]4[CH:2]=[N:1][CH:6]=[CH:5][CH:4]=4)=[N:8]3)=[CH:21][N:20]=2)=[O:24])=[CH:27][CH:28]=1. (7) Given the reactants [F:1][C:2]1[CH:3]=[CH:4][C:5]([O:19][CH2:20][C:21](O)=[O:22])=[C:6]([C:8]2[CH:13]=[CH:12][CH:11]=[CH:10][C:9]=2[O:14][C:15]([F:18])([F:17])[F:16])[CH:7]=1.[CH:24]([NH:27][NH:28][C:29]([C:31]1[O:32][CH:33]=[CH:34][C:35]=1[CH3:36])=[O:30])([CH3:26])[CH3:25].C(NC(C)C)(C)C.C1CN([P+](Br)(N2CCCC2)N2CCCC2)CC1.F[P-](F)(F)(F)(F)F, predict the reaction product. The product is: [F:1][C:2]1[CH:3]=[CH:4][C:5]([O:19][CH2:20][C:21]([N:27]([CH:24]([CH3:26])[CH3:25])[NH:28][C:29]([C:31]2[O:32][CH:33]=[CH:34][C:35]=2[CH3:36])=[O:30])=[O:22])=[C:6]([C:8]2[CH:13]=[CH:12][CH:11]=[CH:10][C:9]=2[O:14][C:15]([F:18])([F:17])[F:16])[CH:7]=1.